This data is from Full USPTO retrosynthesis dataset with 1.9M reactions from patents (1976-2016). The task is: Predict the reactants needed to synthesize the given product. (1) Given the product [CH3:13][O:12][C:11]1[C:2]([NH:1][C:17](=[O:18])[O:19][CH2:20][CH3:21])=[N:3][C:4]2[C:9](=[CH:8][C:7]([CH3:14])=[C:6]([CH3:15])[CH:5]=2)[N:10]=1, predict the reactants needed to synthesize it. The reactants are: [NH2:1][C:2]1[C:11]([O:12][CH3:13])=[N:10][C:9]2[C:4](=[CH:5][C:6]([CH3:15])=[C:7]([CH3:14])[CH:8]=2)[N:3]=1.Cl[C:17]([O:19][CH2:20][CH3:21])=[O:18].N1C=CC=CC=1. (2) Given the product [CH3:12][CH:11]([CH3:13])[C@H:10]([NH:14][C:15](=[O:28])[CH2:16][C:17]1[CH:22]=[CH:21][CH:20]=[C:19]([O:23][C:24]([F:25])([F:26])[F:27])[CH:18]=1)[C:9]([OH:29])=[O:8], predict the reactants needed to synthesize it. The reactants are: C([O:8][C:9](=[O:29])[C@@H:10]([NH:14][C:15](=[O:28])[CH2:16][C:17]1[CH:22]=[CH:21][CH:20]=[C:19]([O:23][C:24]([F:27])([F:26])[F:25])[CH:18]=1)[CH:11]([CH3:13])[CH3:12])C1C=CC=CC=1. (3) Given the product [ClH:2].[CH3:38][NH:39][C:23]([C:15]1[CH:14]=[C:13]2[C:18]([C:10]([C:4]3[CH:5]=[CH:6][C:7]([Cl:9])=[CH:8][C:3]=3[Cl:2])([OH:37])[C:11](=[O:36])[N:12]2[CH2:26][C@H:27]2[CH2:30][C@H:29]([N:31]([CH2:34][CH3:35])[CH2:32][CH3:33])[CH2:28]2)=[C:17]([C:19]([F:20])([F:22])[F:21])[CH:16]=1)=[O:24], predict the reactants needed to synthesize it. The reactants are: Br.[Cl:2][C:3]1[CH:8]=[C:7]([Cl:9])[CH:6]=[CH:5][C:4]=1[C:10]1([OH:37])[C:18]2[C:13](=[CH:14][C:15]([C:23](O)=[O:24])=[CH:16][C:17]=2[C:19]([F:22])([F:21])[F:20])[N:12]([CH2:26][C@H:27]2[CH2:30][C@H:29]([N:31]([CH2:34][CH3:35])[CH2:32][CH3:33])[CH2:28]2)[C:11]1=[O:36].[CH3:38][NH2:39]. (4) Given the product [CH3:1][O:2][C:3]1[C:12]2[C:7](=[C:8]([CH3:13])[CH:9]=[CH:10][CH:11]=2)[C:6]([C:14]([N:22]2[CH2:23][C:20]3([CH2:17][O:18][CH2:19]3)[CH2:21]2)=[O:16])=[CH:5][CH:4]=1, predict the reactants needed to synthesize it. The reactants are: [CH3:1][O:2][C:3]1[C:12]2[C:7](=[C:8]([CH3:13])[CH:9]=[CH:10][CH:11]=2)[C:6]([C:14]([OH:16])=O)=[CH:5][CH:4]=1.[CH2:17]1[C:20]2([CH2:23][NH:22][CH2:21]2)[CH2:19][O:18]1.